Dataset: Forward reaction prediction with 1.9M reactions from USPTO patents (1976-2016). Task: Predict the product of the given reaction. (1) Given the reactants C(=O)([O-])[O-].[K+].[K+].[Cl:7][C:8]1[C:15]([Cl:16])=[CH:14][CH:13]=[CH:12][C:9]=1[CH2:10]Br.[CH3:17][O:18][C:19]1[CH:24]=[CH:23][C:22]([N:25]2[CH:30]=[C:29]([C:31]([O:33][CH2:34][CH3:35])=[O:32])[C:28](=[O:36])[NH:27][C:26]2=[O:37])=[CH:21][CH:20]=1, predict the reaction product. The product is: [Cl:7][C:8]1[C:15]([Cl:16])=[CH:14][CH:13]=[CH:12][C:9]=1[CH2:10][N:27]1[C:28](=[O:36])[C:29]([C:31]([O:33][CH2:34][CH3:35])=[O:32])=[CH:30][N:25]([C:22]2[CH:21]=[CH:20][C:19]([O:18][CH3:17])=[CH:24][CH:23]=2)[C:26]1=[O:37]. (2) Given the reactants C([O:5][C:6]1[CH:11]=[N:10][CH:9]=[C:8]([CH2:12][CH2:13][N:14]2[CH2:19][CH2:18][CH:17]([CH2:20][O:21][C:22]3[CH:27]=[CH:26][CH:25]=[CH:24][C:23]=3[F:28])[CH2:16][CH2:15]2)[N:7]=1)(C)(C)C.C(=O)([O-])[O-].[Na+].[Na+].ClCCl, predict the reaction product. The product is: [F:28][C:23]1[CH:24]=[CH:25][CH:26]=[CH:27][C:22]=1[O:21][CH2:20][CH:17]1[CH2:16][CH2:15][N:14]([CH2:13][CH2:12][C:8]2[NH:7][C:6](=[O:5])[CH:11]=[N:10][CH:9]=2)[CH2:19][CH2:18]1. (3) Given the reactants [C:1]([O:5][C:6]([N:8]1[CH2:12][CH2:11][C@H:10]([OH:13])[C@H:9]1[CH2:14][N:15]1[C:23]2[CH:22]=[CH:21][C:20]([C:24]#[N:25])=[CH:19][C:18]=2[C:17]2[CH2:26][C@H:27]([NH:29][C:30]([O:32][CH:33]([CH3:35])[CH3:34])=[O:31])[CH2:28][C:16]1=2)=[O:7])([CH3:4])([CH3:3])[CH3:2].[Cl:36][CH2:37][C:38](O)=[O:39].C1(P(C2C=CC=CC=2)C2C=CC=CC=2)C=CC=CC=1.N(C(OCC)=O)=NC(OCC)=O, predict the reaction product. The product is: [C:1]([O:5][C:6]([N:8]1[CH2:12][CH2:11][C@@H:10]([O:13][C:38](=[O:39])[CH2:37][Cl:36])[C@H:9]1[CH2:14][N:15]1[C:23]2[CH:22]=[CH:21][C:20]([C:24]#[N:25])=[CH:19][C:18]=2[C:17]2[CH2:26][C@H:27]([NH:29][C:30]([O:32][CH:33]([CH3:35])[CH3:34])=[O:31])[CH2:28][C:16]1=2)=[O:7])([CH3:4])([CH3:3])[CH3:2]. (4) The product is: [CH3:49][O:48][CH2:47][CH2:46][CH2:45][N:33]1[C:32]2[CH:50]=[C:28]([CH2:27][O:1][C@H:2]3[CH2:7][N:6]([S:8]([C:11]4[CH:16]=[CH:15][C:14]([CH3:17])=[CH:13][CH:12]=4)(=[O:9])=[O:10])[C@H:5]([CH2:18][C:19]([CH3:25])([CH3:24])[C:20]([O:22][CH3:23])=[O:21])[CH2:4][CH2:3]3)[CH:29]=[CH:30][C:31]=2[O:36][C:35]([CH3:43])([C:37]2[CH:38]=[CH:39][CH:40]=[CH:41][CH:42]=2)[C:34]1=[O:44]. Given the reactants [OH:1][C@H:2]1[CH2:7][N:6]([S:8]([C:11]2[CH:16]=[CH:15][C:14]([CH3:17])=[CH:13][CH:12]=2)(=[O:10])=[O:9])[C@H:5]([CH2:18][C:19]([CH3:25])([CH3:24])[C:20]([O:22][CH3:23])=[O:21])[CH2:4][CH2:3]1.Br[CH2:27][C:28]1[CH:29]=[CH:30][C:31]2[O:36][C:35]([CH3:43])([C:37]3[CH:42]=[CH:41][CH:40]=[CH:39][CH:38]=3)[C:34](=[O:44])[N:33]([CH2:45][CH2:46][CH2:47][O:48][CH3:49])[C:32]=2[CH:50]=1, predict the reaction product. (5) Given the reactants Br[C:2]1[CH:3]=[C:4]([N:13]([C@H:16]2[CH2:21][CH2:20][C@H:19]([NH:22][C:23]([O:25][C:26]([CH3:29])([CH3:28])[CH3:27])=[O:24])[CH2:18][CH2:17]2)[CH2:14][CH3:15])[C:5]([CH3:12])=[C:6]([CH:11]=1)[C:7]([O:9][CH3:10])=[O:8].[OH:30][C:31]1[N:36]=[CH:35][C:34](B(O)O)=[CH:33][CH:32]=1.C([O-])([O-])=O.[Na+].[Na+], predict the reaction product. The product is: [C:26]([O:25][C:23]([NH:22][C@H:19]1[CH2:20][CH2:21][C@H:16]([N:13]([CH2:14][CH3:15])[C:4]2[C:5]([CH3:12])=[C:6]([CH:11]=[C:2]([C:34]3[CH:35]=[N:36][C:31]([OH:30])=[CH:32][CH:33]=3)[CH:3]=2)[C:7]([O:9][CH3:10])=[O:8])[CH2:17][CH2:18]1)=[O:24])([CH3:28])([CH3:29])[CH3:27].